Task: Predict the reactants needed to synthesize the given product.. Dataset: Retrosynthesis with 50K atom-mapped reactions and 10 reaction types from USPTO (1) The reactants are: Nc1ccc(O)cc1Cl.O=C(Cl)CC12CC3CC(CC(C3)C1)C2. Given the product O=C(CC12CC3CC(CC(C3)C1)C2)Nc1ccc(O)cc1Cl, predict the reactants needed to synthesize it. (2) Given the product COc1cccc(C2(CCN(C)C)C=CCCC2)c1, predict the reactants needed to synthesize it. The reactants are: CNC.COc1cccc(C2(CCCl)C=CCCC2)c1. (3) Given the product CCC(CC)Nc1cccc(-c2c(C)cc(C)cc2C)c1NC(=O)OC(C)(C)C, predict the reactants needed to synthesize it. The reactants are: CCC(=O)CC.Cc1cc(C)c(-c2cccc(N)c2NC(=O)OC(C)(C)C)c(C)c1. (4) Given the product O=c1c2cccc3ncc(c(=O)n1CCCCNS(=O)(=O)CC(F)(F)F)n32, predict the reactants needed to synthesize it. The reactants are: NCCCCn1c(=O)c2cccc3ncc(c1=O)n32.O=S(=O)(Cl)CC(F)(F)F. (5) Given the product O=C(O)CCCCCc1nn(-c2ccc(F)cc2)c2c1CCC2, predict the reactants needed to synthesize it. The reactants are: COC(=O)CCCCCc1nn(-c2ccc(F)cc2)c2c1CCC2. (6) Given the product CC(=O)OC(C)(C)c1cccnc1CN(CCCCNC(N)=O)Cc1ncc(C)cc1C, predict the reactants needed to synthesize it. The reactants are: CC(=O)OC(C)(C)c1cccnc1CN(CCCCN)Cc1ncc(C)cc1C.C[Si](C)(C)N=C=O. (7) The reactants are: CC(C)(N)CN.N#Cc1ccc(Cl)nc1. Given the product CC(C)(N)CNc1ccc(C#N)cn1, predict the reactants needed to synthesize it. (8) Given the product CN1C(=O)CC(C)(c2ccccc2)c2cc(Cl)ccc21, predict the reactants needed to synthesize it. The reactants are: CC1(c2ccccc2)CC(=O)Nc2ccc(Cl)cc21.CI. (9) The reactants are: CNOC.O=C(Cl)C1CCCC1. Given the product CON(C)C(=O)C1CCCC1, predict the reactants needed to synthesize it.